Dataset: Catalyst prediction with 721,799 reactions and 888 catalyst types from USPTO. Task: Predict which catalyst facilitates the given reaction. (1) Reactant: C[Si]([N-][Si](C)(C)C)(C)C.[Li+].[CH2:11]([O:13][C:14]([CH2:16][CH2:17][CH2:18][O:19][C:20]1[CH:29]=[C:28]([O:30][CH3:31])[C:27]([CH2:32][CH:33]=[C:34]([CH3:36])[CH3:35])=[CH:26][C:21]=1[C:22]([O:24]C)=O)=[O:15])[CH3:12].[Cl-].[NH4+].C(OCC)(=O)C. Product: [CH3:31][O:30][C:28]1[C:27]([CH2:32][CH:33]=[C:34]([CH3:36])[CH3:35])=[CH:26][C:21]2[C:22](=[O:24])[CH:16]([C:14]([O:13][CH2:11][CH3:12])=[O:15])[CH2:17][CH2:18][O:19][C:20]=2[CH:29]=1. The catalyst class is: 7. (2) The catalyst class is: 10. Product: [CH2:1]([N:8]1[CH2:14][CH2:13][C:12]2[C:15]([N:29]3[CH2:30][CH2:31][N:26]([CH:22]4[CH2:25][CH2:24][CH2:23]4)[CH2:27][CH2:28]3)=[N:16][CH:17]=[N:18][C:11]=2[CH2:10][CH2:9]1)[C:2]1[CH:7]=[CH:6][CH:5]=[CH:4][CH:3]=1. Reactant: [CH2:1]([N:8]1[CH2:14][CH2:13][C:12]2[C:15](Cl)=[N:16][CH:17]=[N:18][C:11]=2[CH2:10][CH2:9]1)[C:2]1[CH:7]=[CH:6][CH:5]=[CH:4][CH:3]=1.Cl.Cl.[CH:22]1([N:26]2[CH2:31][CH2:30][NH:29][CH2:28][CH2:27]2)[CH2:25][CH2:24][CH2:23]1.C([O-])([O-])=O.[K+].[K+].O. (3) Reactant: [Cl:1][C:2]1[CH:3]=[C:4]([C:9]2([C:24]([F:27])([F:26])[F:25])[O:13][N:12]=[C:11]([C:14]3[CH:22]=[CH:21][C:17]([C:18](Cl)=[O:19])=[C:16]([CH3:23])[CH:15]=3)[CH2:10]2)[CH:5]=[C:6]([Cl:8])[CH:7]=1.[S-:28][C:29]#[N:30].[K+].O.[NH3:33].O. Product: [C:29]([NH:33][C:18](=[O:19])[C:17]1[CH:21]=[CH:22][C:14]([C:11]2[CH2:10][C:9]([C:4]3[CH:3]=[C:2]([Cl:1])[CH:7]=[C:6]([Cl:8])[CH:5]=3)([C:24]([F:27])([F:26])[F:25])[O:13][N:12]=2)=[CH:15][C:16]=1[CH3:23])(=[S:28])[NH2:30]. The catalyst class is: 7.